Dataset: Catalyst prediction with 721,799 reactions and 888 catalyst types from USPTO. Task: Predict which catalyst facilitates the given reaction. (1) Reactant: [CH2:1]1[C:7]2=[C:8]3[C:12](=[CH:13][CH:14]=[C:6]2[O:5][CH2:4][CH2:3][N:2]1C(OC(C)(C)C)=O)[NH:11][CH:10]=[CH:9]3.[H-].[Na+].CN(C=O)C.[C:29]1([C:39]2[CH:44]=[CH:43][CH:42]=[CH:41][CH:40]=2)[CH:34]=[CH:33][CH:32]=[C:31]([S:35](Cl)(=[O:37])=[O:36])[CH:30]=1. Product: [C:29]1([C:39]2[CH:40]=[CH:41][CH:42]=[CH:43][CH:44]=2)[CH:34]=[CH:33][CH:32]=[C:31]([S:35]([N:11]2[C:12]3[C:8](=[C:7]4[CH2:1][NH:2][CH2:3][CH2:4][O:5][C:6]4=[CH:14][CH:13]=3)[CH:9]=[CH:10]2)(=[O:37])=[O:36])[CH:30]=1. The catalyst class is: 547. (2) Reactant: [NH2:1][C:2]1[C:3]([NH:9][CH2:10][C@H:11]([NH:15][C:16]([O:18][C:19]([CH3:22])([CH3:21])[CH3:20])=[O:17])[C:12](O)=[O:13])=[N:4][CH:5]=[N:6][C:7]=1[Cl:8].CN(C(ON1N=NC2C=CC=NC1=2)=[N+](C)C)C.F[P-](F)(F)(F)(F)F.CCN(C(C)C)C(C)C.O. Product: [C:19]([O:18][C:16](=[O:17])[NH:15][C@H:11]1[CH2:10][NH:9][C:3]2[N:4]=[CH:5][N:6]=[C:7]([Cl:8])[C:2]=2[NH:1][C:12]1=[O:13])([CH3:22])([CH3:21])[CH3:20]. The catalyst class is: 16. (3) Product: [CH2:1]([O:8][C:9]1[C:10](=[O:16])[N:11]([CH3:17])[C:12]([I:15])=[CH:13][CH:14]=1)[C:2]1[CH:3]=[CH:4][CH:5]=[CH:6][CH:7]=1. The catalyst class is: 5. Reactant: [CH2:1]([O:8][C:9]1[C:10](=[O:16])[NH:11][C:12]([I:15])=[CH:13][CH:14]=1)[C:2]1[CH:7]=[CH:6][CH:5]=[CH:4][CH:3]=1.[C:17](=O)([O-])[O-].[K+].[K+].IC. (4) Reactant: [CH2:1]([C:3]1([CH2:11][CH3:12])[C:7](=[O:8])[CH:6]([CH3:9])[NH:5][C:4]1=[O:10])[CH3:2].Br[C:14]1[CH:21]=[CH:20][C:17]([C:18]#[N:19])=[C:16]([Cl:22])[CH:15]=1.C(=O)([O-])[O-].[Cs+].[Cs+].C1(P(C2C=CC=CC=2)C2C3OC4C(=CC=CC=4P(C4C=CC=CC=4)C4C=CC=CC=4)C(C)(C)C=3C=CC=2)C=CC=CC=1. Product: [Cl:22][C:16]1[CH:15]=[C:14]([N:5]2[CH:6]([CH3:9])[C:7](=[O:8])[C:3]([CH2:1][CH3:2])([CH2:11][CH3:12])[C:4]2=[O:10])[CH:21]=[CH:20][C:17]=1[C:18]#[N:19]. The catalyst class is: 110.